The task is: Predict which catalyst facilitates the given reaction.. This data is from Catalyst prediction with 721,799 reactions and 888 catalyst types from USPTO. (1) Reactant: [F:1][CH:2]([F:11])[C:3](=[O:10])[CH2:4][C:5]([O:7][CH2:8][CH3:9])=[O:6].[N:12]([O-])=[O:13].[Na+]. Product: [F:1][CH:2]([F:11])[C:3](=[O:10])[C:4](=[N:12][OH:13])[C:5]([O:7][CH2:8][CH3:9])=[O:6]. The catalyst class is: 86. (2) Reactant: [NH2:1][CH:2]([C:4]1[CH:5]=[C:6]([C:10]2[N:15]=[C:14]([NH:16][C:17]3[CH:18]=[C:19]4[C:23](=[CH:24][CH:25]=3)[N:22](C(OC(C)(C)C)=O)[N:21]=[CH:20]4)[CH:13]=[CH:12][N:11]=2)[CH:7]=[CH:8][CH:9]=1)[CH3:3]. Product: [NH2:1][CH:2]([C:4]1[CH:5]=[C:6]([C:10]2[N:15]=[C:14]([NH:16][C:17]3[CH:18]=[C:19]4[C:23](=[CH:24][CH:25]=3)[NH:22][N:21]=[CH:20]4)[CH:13]=[CH:12][N:11]=2)[CH:7]=[CH:8][CH:9]=1)[CH3:3]. The catalyst class is: 209. (3) Reactant: O[CH:2]([C:4]1[O:5][C:6](=[O:21])[C:7]2[C:12]([C:13]=1[C:14]1[CH:15]=[N:16][C:17]([CH3:20])=[CH:18][CH:19]=1)=[CH:11][CH:10]=[CH:9][CH:8]=2)[CH3:3].P(Br)(Br)[Br:23]. Product: [BrH:23].[Br:23][CH:2]([C:4]1[O:5][C:6](=[O:21])[C:7]2[C:12]([C:13]=1[C:14]1[CH:15]=[N:16][C:17]([CH3:20])=[CH:18][CH:19]=1)=[CH:11][CH:10]=[CH:9][CH:8]=2)[CH3:3]. The catalyst class is: 59. (4) Product: [F:27][C:6]1[CH:5]=[C:4](/[CH:28]=[CH:29]/[C:30]([OH:32])=[O:31])[CH:3]=[C:2]([F:1])[C:7]=1[C@@H:8]1[C:13]2[NH:14][C:15]3[C:20]([C:12]=2[CH2:11][C@@H:10]([CH3:21])[N:9]1[CH2:22][C:23]([F:26])([CH3:25])[CH3:24])=[CH:19][CH:18]=[CH:17][CH:16]=3. Reactant: [F:1][C:2]1[CH:3]=[C:4](/[CH:28]=[CH:29]/[C:30]([O-:32])=[O:31])[CH:5]=[C:6]([F:27])[C:7]=1[C:8]1[C:13]2[NH:14][C:15]3[C:20]([C:12]=2[CH2:11][C@@H:10]([CH3:21])[N+:9]=1[CH2:22][C:23]([F:26])([CH3:25])[CH3:24])=[CH:19][CH:18]=[CH:17][CH:16]=3.FC1C=C(/C=C/C(OC)=O)C=C(F)C=1[C@@H]1C2NC3C(C=2C[C@@H](C)N1CC(F)(C)C)=CC=CC=3.[OH-].[Na+].Cl. The catalyst class is: 657. (5) Reactant: [C:1]([O:5][C:6]([NH:8][C:9]1[CH:14]=[CH:13][C:12]([S:15][C:16]2[CH:24]=[CH:23][C:19]([C:20](O)=[O:21])=[CH:18][C:17]=2[NH:25][C:26]2[C:27]3[CH:35]=[CH:34][C:33]([CH:36]([CH3:38])[CH3:37])=[N:32][C:28]=3[N:29]=[CH:30][N:31]=2)=[CH:11][CH:10]=1)=[O:7])([CH3:4])([CH3:3])[CH3:2].CCN(C(C)C)C(C)C.[NH2:48][C:49]1[CH:54]=[CH:53][C:52]([S:55][C:56]2[CH:61]=[CH:60][C:59]([NH:62][C:63](=[O:69])[O:64][C:65]([CH3:68])([CH3:67])[CH3:66])=[CH:58][CH:57]=2)=[C:51]([NH:70][C:71]2[C:72]3[CH:80]=[CH:79][C:78]([CH:81]([CH3:83])[CH3:82])=[N:77][C:73]=3[N:74]=[CH:75][N:76]=2)[CH:50]=1.CN(C(ON1N=NC2C=CC=NC1=2)=[N+](C)C)C.F[P-](F)(F)(F)(F)F. Product: [C:1]([O:5][C:6]([NH:8][C:9]1[CH:10]=[CH:11][C:12]([S:15][C:16]2[CH:24]=[CH:23][C:19]([C:20]([NH:48][C:49]3[CH:54]=[CH:53][C:52]([S:55][C:56]4[CH:61]=[CH:60][C:59]([NH:62][C:63]([O:64][C:65]([CH3:68])([CH3:67])[CH3:66])=[O:69])=[CH:58][CH:57]=4)=[C:51]([NH:70][C:71]4[C:72]5[CH:80]=[CH:79][C:78]([CH:81]([CH3:83])[CH3:82])=[N:77][C:73]=5[N:74]=[CH:75][N:76]=4)[CH:50]=3)=[O:21])=[CH:18][C:17]=2[NH:25][C:26]2[C:27]3[CH:35]=[CH:34][C:33]([CH:36]([CH3:38])[CH3:37])=[N:32][C:28]=3[N:29]=[CH:30][N:31]=2)=[CH:13][CH:14]=1)=[O:7])([CH3:4])([CH3:3])[CH3:2]. The catalyst class is: 148. (6) The catalyst class is: 22. Reactant: [Br:1][C:2]1[CH:7]=[CH:6][CH:5]=[C:4]([CH2:8]Br)[N:3]=1.C1N2CN3CN(C2)C[N:11]1C3.[OH-].[Na+]. Product: [Br:1][C:2]1[N:3]=[C:4]([CH2:8][NH2:11])[CH:5]=[CH:6][CH:7]=1.